Dataset: Catalyst prediction with 721,799 reactions and 888 catalyst types from USPTO. Task: Predict which catalyst facilitates the given reaction. (1) Reactant: [OH-].[Na+].ClC1C=CC(S([N:13]2[C:17]3[CH2:18][CH:19]4[N:24]([S:25]([C:28]5[CH:33]=[CH:32][C:31]([Cl:34])=[CH:30][CH:29]=5)(=[O:27])=[O:26])[CH:23]([C:16]=3[CH:15]=[N:14]2)[CH2:22][CH:21]([C:35]#[N:36])[CH2:20]4)(=O)=O)=CC=1.ClC1C=CC(S(N2C=C3C4N(S(C5C=CC(Cl)=CC=5)(=O)=O)C(CC3=N2)CC(C#N)C4)(=O)=O)=CC=1. Product: [Cl:34][C:31]1[CH:32]=[CH:33][C:28]([S:25]([N:24]2[CH:19]3[CH2:18][C:17]4[NH:13][N:14]=[CH:15][C:16]=4[CH:23]2[CH2:22][CH:21]([C:35]#[N:36])[CH2:20]3)(=[O:27])=[O:26])=[CH:29][CH:30]=1. The catalyst class is: 49. (2) Reactant: Cl[C:2]1[N:12]=[C:11]([Cl:13])[C:10]([C:14]#[N:15])=[CH:9][C:3]=1[C:4]([O:6][CH2:7][CH3:8])=[O:5].[CH3:16][NH:17][CH3:18]. Product: [Cl:13][C:11]1[C:10]([C:14]#[N:15])=[CH:9][C:3]([C:4]([O:6][CH2:7][CH3:8])=[O:5])=[C:2]([N:17]([CH3:18])[CH3:16])[N:12]=1. The catalyst class is: 23. (3) Reactant: [OH:1][CH2:2][CH2:3][N:4]1[C:12]2[CH:11]=[CH:10][CH:9]=[CH:8][C:7]=2[C:6]2[CH2:13][CH2:14][N:15]([C:18]([O:20][C:21]([CH3:24])([CH3:23])[CH3:22])=[O:19])[CH2:16][CH2:17][C:5]1=2.[C:25]1(O)[C:34]2[CH2:33][CH2:32][CH2:31][CH2:30][C:29]=2[CH:28]=[CH:27][CH:26]=1.N(C(OC(C)(C)C)=O)=NC(OC(C)(C)C)=O. Product: [C:33]1([O:1][CH2:2][CH2:3][N:4]2[C:12]3[CH:11]=[CH:10][CH:9]=[CH:8][C:7]=3[C:6]3[CH2:13][CH2:14][N:15]([C:18]([O:20][C:21]([CH3:24])([CH3:23])[CH3:22])=[O:19])[CH2:16][CH2:17][C:5]2=3)[C:34]2[CH2:25][CH2:26][CH2:27][CH2:28][C:29]=2[CH:30]=[CH:31][CH:32]=1. The catalyst class is: 1. (4) Reactant: FC(F)(F)S(O[C:7]1[CH:8]=[C:9]2[C:14](=[CH:15][CH:16]=1)[N:13]=[C:12]([CH2:17][CH:18]([CH3:20])[CH3:19])[C:11]([CH2:21][NH:22][C:23]([O:25][C:26]([CH3:29])([CH3:28])[CH3:27])=[O:24])=[C:10]2[C:30]1[CH:35]=[CH:34][C:33]([CH3:36])=[CH:32][CH:31]=1)(=O)=O.C(N(CC)CC)C.[C:46]([O:50][CH2:51][CH3:52])(=[O:49])[CH:47]=[CH2:48].O. Product: [C:26]([O:25][C:23]([NH:22][CH2:21][C:11]1[C:12]([CH2:17][CH:18]([CH3:20])[CH3:19])=[N:13][C:14]2[C:9]([C:10]=1[C:30]1[CH:35]=[CH:34][C:33]([CH3:36])=[CH:32][CH:31]=1)=[CH:8][C:7](/[CH:48]=[CH:47]/[C:46]([O:50][CH2:51][CH3:52])=[O:49])=[CH:16][CH:15]=2)=[O:24])([CH3:29])([CH3:28])[CH3:27]. The catalyst class is: 9. (5) Reactant: [Br:1][C:2]1[C:10]2[C:5](=[N:6][CH:7]=[CH:8][CH:9]=2)[NH:4][CH:3]=1.[H-].[Na+].[C:13]1([S:19](Cl)(=[O:21])=[O:20])[CH:18]=[CH:17][CH:16]=[CH:15][CH:14]=1. Product: [Br:1][C:2]1[C:10]2[C:5](=[N:6][CH:7]=[CH:8][CH:9]=2)[N:4]([S:19]([C:13]2[CH:18]=[CH:17][CH:16]=[CH:15][CH:14]=2)(=[O:21])=[O:20])[CH:3]=1. The catalyst class is: 3. (6) Reactant: [C:1]([C:5]1[CH:6]=[C:7]([C:16]2[N:20]([CH2:21][CH:22]3[CH2:27][CH2:26][CH2:25][CH2:24][CH2:23]3)[C:19]([CH3:28])=[C:18]([S:29]([NH2:32])(=[O:31])=[O:30])[CH:17]=2)[CH:8]=[C:9]([C:11]([C:14]#[N:15])([CH3:13])[CH3:12])[CH:10]=1)([CH3:4])([CH3:3])[CH3:2].[OH-:33].[Na+]. Product: [C:1]([C:5]1[CH:10]=[C:9]([C:11]([CH3:13])([CH3:12])[C:14]([NH2:15])=[O:33])[CH:8]=[C:7]([C:16]2[N:20]([CH2:21][CH:22]3[CH2:23][CH2:24][CH2:25][CH2:26][CH2:27]3)[C:19]([CH3:28])=[C:18]([S:29](=[O:31])(=[O:30])[NH2:32])[CH:17]=2)[CH:6]=1)([CH3:2])([CH3:3])[CH3:4]. The catalyst class is: 88. (7) Reactant: [CH3:1][S:2](Cl)(=[O:4])=[O:3].CCN(CC)CC.[CH3:13][O:14][C:15](=[O:53])[C:16]1[CH:21]=[CH:20][C:19]([O:22][CH2:23][CH2:24][C:25]2[C:33]3[C:28](=[CH:29][CH:30]=[C:31]([Cl:34])[CH:32]=3)[N:27]([CH:35]([C:42]3[CH:47]=[CH:46][CH:45]=[CH:44][CH:43]=3)[C:36]3[CH:41]=[CH:40][CH:39]=[CH:38][CH:37]=3)[C:26]=2[CH2:48][CH2:49][OH:50])=[CH:18][C:17]=1[O:51][CH3:52]. Product: [CH3:13][O:14][C:15](=[O:53])[C:16]1[CH:21]=[CH:20][C:19]([O:22][CH2:23][CH2:24][C:25]2[C:33]3[C:28](=[CH:29][CH:30]=[C:31]([Cl:34])[CH:32]=3)[N:27]([CH:35]([C:42]3[CH:43]=[CH:44][CH:45]=[CH:46][CH:47]=3)[C:36]3[CH:41]=[CH:40][CH:39]=[CH:38][CH:37]=3)[C:26]=2[CH2:48][CH2:49][O:50][S:2]([CH3:1])(=[O:4])=[O:3])=[CH:18][C:17]=1[O:51][CH3:52]. The catalyst class is: 4.